From a dataset of Catalyst prediction with 721,799 reactions and 888 catalyst types from USPTO. Predict which catalyst facilitates the given reaction. Reactant: [OH:1][NH:2]/[C:3](=[N:14]\[H])/[C:4]1[CH:9]=[CH:8][C:7]([C:10]([F:13])([F:12])[F:11])=[CH:6][CH:5]=1.[O:16]=[C:17]1[CH:22]([C:23]2[CH:28]=[CH:27][CH:26]=[CH:25][CH:24]=2)[CH2:21][CH2:20][CH2:19][N:18]1[CH2:29][C:30](O)=O.Cl.C(N=C=NCCCN(C)C)C. Product: [C:23]1([CH:22]2[CH2:21][CH2:20][CH2:19][N:18]([CH2:29][C:30]3[O:1][N:2]=[C:3]([C:4]4[CH:9]=[CH:8][C:7]([C:10]([F:13])([F:12])[F:11])=[CH:6][CH:5]=4)[N:14]=3)[C:17]2=[O:16])[CH:24]=[CH:25][CH:26]=[CH:27][CH:28]=1. The catalyst class is: 68.